Dataset: Catalyst prediction with 721,799 reactions and 888 catalyst types from USPTO. Task: Predict which catalyst facilitates the given reaction. (1) Reactant: [OH:1][C@H:2]([C:17]1[CH:22]=[CH:21][C:20]([OH:23])=[C:19]([CH2:24][OH:25])[CH:18]=1)[CH2:3][NH:4][C@H:5]([CH3:16])[CH2:6][C:7]1[CH:8]=[C:9]([CH:13]=[CH:14][CH:15]=1)[C:10]([OH:12])=O.C(N(CC)CC)C.[CH2:33]([NH2:40])[C:34]1[CH:39]=[CH:38][CH:37]=[CH:36][CH:35]=1.C1C=CC2N(O)N=NC=2C=1. Product: [NH3:4].[CH2:33]([NH:40][C:10](=[O:12])[C:9]1[CH:13]=[CH:14][CH:15]=[C:7]([CH2:6][C@H:5]([NH:4][CH2:3][C@H:2]([OH:1])[C:17]2[CH:22]=[CH:21][C:20]([OH:23])=[C:19]([CH2:24][OH:25])[CH:18]=2)[CH3:16])[CH:8]=1)[C:34]1[CH:39]=[CH:38][CH:37]=[CH:36][CH:35]=1. The catalyst class is: 3. (2) Reactant: O=[CH:2][CH2:3][C:4]1[C:13]2[O:12][CH2:11][C:10]3=[C:14]([C:17]([O:19][CH2:20][CH3:21])=[O:18])[N:15]=[CH:16][N:9]3[C:8]=2[CH:7]=[CH:6][CH:5]=1.[F:22][C:23]1[CH:32]=[C:31]2[C:26]([CH:27]=[CH:28][C:29]([CH3:33])=[N:30]2)=[C:25]([N:34]2[CH2:39][CH2:38][NH:37][C@H:36]([CH3:40])[CH2:35]2)[CH:24]=1.C(O[BH-](OC(=O)C)OC(=O)C)(=O)C.[Na+]. Product: [F:22][C:23]1[CH:32]=[C:31]2[C:26]([CH:27]=[CH:28][C:29]([CH3:33])=[N:30]2)=[C:25]([N:34]2[CH2:39][CH2:38][N:37]([CH2:2][CH2:3][C:4]3[C:13]4[O:12][CH2:11][C:10]5=[C:14]([C:17]([O:19][CH2:20][CH3:21])=[O:18])[N:15]=[CH:16][N:9]5[C:8]=4[CH:7]=[CH:6][CH:5]=3)[C@H:36]([CH3:40])[CH2:35]2)[CH:24]=1. The catalyst class is: 26. (3) Reactant: Cl[C:2]1[CH:3]=[C:4]([C:17]2[N:21]([CH2:22][O:23][CH2:24][CH2:25][Si:26]([CH3:29])([CH3:28])[CH3:27])[C:20]3[CH:30]=[C:31]([Cl:34])[CH:32]=[CH:33][C:19]=3[N:18]=2)[C:5](=[O:16])[N:6]([CH2:8][O:9][CH2:10][CH2:11][Si:12]([CH3:15])([CH3:14])[CH3:13])[N:7]=1.[CH3:35][C:36]1[CH:41]=[C:40](B2OC(C)(C)C(C)(C)O2)[CH:39]=[C:38]([CH3:51])[C:37]=1[OH:52].C(=O)([O-])[O-].[Na+].[Na+]. Product: [Cl:34][C:31]1[CH:32]=[CH:33][C:19]2[N:18]=[C:17]([C:4]3[C:5](=[O:16])[N:6]([CH2:8][O:9][CH2:10][CH2:11][Si:12]([CH3:13])([CH3:14])[CH3:15])[N:7]=[C:2]([C:40]4[CH:39]=[C:38]([CH3:51])[C:37]([OH:52])=[C:36]([CH3:35])[CH:41]=4)[CH:3]=3)[N:21]([CH2:22][O:23][CH2:24][CH2:25][Si:26]([CH3:29])([CH3:27])[CH3:28])[C:20]=2[CH:30]=1. The catalyst class is: 837.